Dataset: Forward reaction prediction with 1.9M reactions from USPTO patents (1976-2016). Task: Predict the product of the given reaction. Given the reactants [F:1][C:2]1[CH:3]=[C:4]([CH:9]([OH:14])[C:10]([F:13])([F:12])[F:11])[CH:5]=[CH:6][C:7]=1[F:8].[H-].[Na+].[NH2:17][C:18]1[N:23]=[C:22](Cl)[CH:21]=[C:20]([Cl:25])[N:19]=1, predict the reaction product. The product is: [Cl:25][C:20]1[CH:21]=[C:22]([O:14][CH:9]([C:4]2[CH:5]=[CH:6][C:7]([F:8])=[C:2]([F:1])[CH:3]=2)[C:10]([F:11])([F:12])[F:13])[N:23]=[C:18]([NH2:17])[N:19]=1.